This data is from Catalyst prediction with 721,799 reactions and 888 catalyst types from USPTO. The task is: Predict which catalyst facilitates the given reaction. (1) Reactant: Cl.[CH3:2][O:3][C:4]1[CH:9]=[CH:8][C:7]([C:10]2[N:14]([C:15]3[CH:22]=[CH:21][C:18]([CH2:19][NH2:20])=[CH:17][CH:16]=3)[N:13]=[C:12]([C:23]([F:26])([F:25])[F:24])[CH:11]=2)=[CH:6][CH:5]=1.C(N(CC)CC)C.[CH3:34][S:35](Cl)(=[O:37])=[O:36]. Product: [CH3:2][O:3][C:4]1[CH:5]=[CH:6][C:7]([C:10]2[N:14]([C:15]3[CH:22]=[CH:21][C:18]([CH2:19][NH:20][S:35]([CH3:34])(=[O:37])=[O:36])=[CH:17][CH:16]=3)[N:13]=[C:12]([C:23]([F:26])([F:24])[F:25])[CH:11]=2)=[CH:8][CH:9]=1. The catalyst class is: 4. (2) Reactant: [NH2:1][C@H:2]1[CH2:7][CH2:6][CH2:5][C@H:4]([CH2:8][OH:9])[CH2:3]1.C(N(CC)CC)C.[C:17]1(=O)[O:22][C:20](=[O:21])[C:19]2=[CH:23][CH:24]=[CH:25][CH:26]=[C:18]12. Product: [OH:9][CH2:8][C@H:4]1[CH2:5][CH2:6][CH2:7][C@H:2]([N:1]2[C:20](=[O:21])[C:19]3[C:18](=[CH:26][CH:25]=[CH:24][CH:23]=3)[C:17]2=[O:22])[CH2:3]1. The catalyst class is: 11.